This data is from Forward reaction prediction with 1.9M reactions from USPTO patents (1976-2016). The task is: Predict the product of the given reaction. (1) Given the reactants C[O:2][C:3]([C:5]1[C:6]([NH2:15])=[C:7]([Cl:14])[C:8]2[C:9]([CH:13]=1)=[N:10][S:11][N:12]=2)=[O:4].[OH-].[Na+], predict the reaction product. The product is: [NH2:15][C:6]1[C:5]([C:3]([OH:4])=[O:2])=[CH:13][C:9]2=[N:10][S:11][N:12]=[C:8]2[C:7]=1[Cl:14]. (2) The product is: [F:36][C:27]1[CH:28]=[C:29]([C:32]([F:34])([F:33])[F:35])[CH:30]=[CH:31][C:26]=1/[CH:25]=[CH:24]/[C:21]1[O:22][CH:23]=[C:19]([CH2:18][O:17][C:15]2[CH:14]=[CH:13][C:3]([CH2:4][S:5]([CH2:6][CH2:7][N:8]3[CH:12]=[CH:11][N:10]=[N:9]3)=[O:45])=[C:2]([CH3:1])[CH:16]=2)[N:20]=1. Given the reactants [CH3:1][C:2]1[CH:16]=[C:15]([O:17][CH2:18][C:19]2[N:20]=[C:21](/[CH:24]=[CH:25]/[C:26]3[CH:31]=[CH:30][C:29]([C:32]([F:35])([F:34])[F:33])=[CH:28][C:27]=3[F:36])[O:22][CH:23]=2)[CH:14]=[CH:13][C:3]=1[CH2:4][S:5][CH2:6][CH2:7][N:8]1[CH:12]=[CH:11][N:10]=[N:9]1.ClC1C=C(C(OO)=[O:45])C=CC=1, predict the reaction product. (3) Given the reactants [CH3:1][NH:2][C:3]1[CH:8]=[CH:7][C:6]([C:9]([N:11]2[CH2:17][C:16]3([CH3:19])[CH2:18][CH:12]2[CH2:13][C:14]([CH3:21])([CH3:20])[CH2:15]3)=[O:10])=[CH:5][CH:4]=1.[CH3:22][S:23](Cl)(=[O:25])=[O:24], predict the reaction product. The product is: [CH3:1][N:2]([C:3]1[CH:8]=[CH:7][C:6]([C:9]([N:11]2[CH2:17][C:16]3([CH3:19])[CH2:18][CH:12]2[CH2:13][C:14]([CH3:21])([CH3:20])[CH2:15]3)=[O:10])=[CH:5][CH:4]=1)[S:23]([CH3:22])(=[O:25])=[O:24].